This data is from Forward reaction prediction with 1.9M reactions from USPTO patents (1976-2016). The task is: Predict the product of the given reaction. (1) Given the reactants CC1(C)C(C)(C)OB([C:9]2[CH:34]=[CH:33][C:12]3[N:13]=[C:14]([C:16]4[N:20](COCC[Si](C)(C)C)[C:19]5[CH:29]=[CH:30][CH:31]=[CH:32][C:18]=5[N:17]=4)[O:15][C:11]=3[CH:10]=2)[O:3]1.Br[C:37]1[CH:38]=[C:39]([C:44]([F:47])([F:46])[F:45])[C:40]([NH2:43])=[N:41][CH:42]=1.[F-:48].[Cs+].C([OH:54])CCC.[OH2:55], predict the reaction product. The product is: [F:48][C:44]([F:47])([F:45])[C:39]([OH:3])=[O:55].[F:48][C:44]([F:47])([F:45])[C:39]([OH:54])=[O:55].[NH:20]1[C:19]2[CH:29]=[CH:30][CH:31]=[CH:32][C:18]=2[N:17]=[C:16]1[C:14]1[O:15][C:11]2[CH:10]=[C:9]([C:37]3[CH:38]=[C:39]([C:44]([F:47])([F:46])[F:45])[C:40]([NH2:43])=[N:41][CH:42]=3)[CH:34]=[CH:33][C:12]=2[N:13]=1. (2) Given the reactants [Cl:1][C:2]1[CH:24]=[CH:23][C:5]([CH2:6][NH:7][C:8]([C:10]2[C:11](=[O:22])[C:12]3[CH:19]=[C:18]([CH2:20]Cl)[S:17][C:13]=3[N:14]([CH3:16])[CH:15]=2)=[O:9])=[CH:4][CH:3]=1.[O:25]1[CH:29]=[CH:28][CH:27]=[C:26]1[CH:30]([CH:32]1[CH2:36][CH2:35][CH2:34][NH:33]1)[OH:31], predict the reaction product. The product is: [Cl:1][C:2]1[CH:24]=[CH:23][C:5]([CH2:6][NH:7][C:8]([C:10]2[C:11](=[O:22])[C:12]3[CH:19]=[C:18]([CH2:20][N:33]4[CH2:34][CH2:35][CH2:36][C@@H:32]4[C@H:30]([C:26]4[O:25][CH:29]=[CH:28][CH:27]=4)[OH:31])[S:17][C:13]=3[N:14]([CH3:16])[CH:15]=2)=[O:9])=[CH:4][CH:3]=1. (3) The product is: [CH:1]1([CH:6]([N:10]2[CH:14]=[C:13]([B:25]3[O:26][C:27]([CH3:29])([CH3:28])[C:23]([CH3:39])([CH3:22])[O:24]3)[CH:12]=[N:11]2)[CH2:7][C:8]#[N:9])[CH2:5][CH2:4][CH2:3][CH2:2]1. Given the reactants [CH:1]1([CH:6]([N:10]2[CH:14]=[C:13](I)[CH:12]=[N:11]2)[CH2:7][C:8]#[N:9])[CH2:5][CH2:4][CH2:3][CH2:2]1.O1CCOCC1.[CH3:22][C:23]1([CH3:39])[C:27]([CH3:29])([CH3:28])[O:26][B:25]([B:25]2[O:26][C:27]([CH3:29])([CH3:28])[C:23]([CH3:39])([CH3:22])[O:24]2)[O:24]1.C([O-])(=O)C.[K+], predict the reaction product.